Dataset: Catalyst prediction with 721,799 reactions and 888 catalyst types from USPTO. Task: Predict which catalyst facilitates the given reaction. (1) Reactant: [CH3:1][O:2][C:3]1[CH:8]=[CH:7][C:6]([N:9]2[C:13]3[C:14]4[CH:15]=[N:16][NH:17][C:18]=4[CH2:19][CH2:20][C:12]=3[C:11]([C:21]([NH2:23])=[O:22])=[N:10]2)=[CH:5][CH:4]=1.C(C1C(=O)C(Cl)=C(Cl)C(=O)C=1C#N)#N. Product: [CH3:1][O:2][C:3]1[CH:8]=[CH:7][C:6]([N:9]2[C:13]3=[C:14]4[C:18](=[CH:19][CH:20]=[C:12]3[C:11]([C:21]([NH2:23])=[O:22])=[N:10]2)[NH:17][N:16]=[CH:15]4)=[CH:5][CH:4]=1. The catalyst class is: 12. (2) Reactant: [CH3:1][O:2][C:3]([C:5]1[C:13]2[C:8](=[C:9]([F:14])[CH:10]=[CH:11][CH:12]=2)[NH:7][CH:6]=1)=[O:4].[H-].[Na+].[F:17][C:18]([F:31])([F:30])[O:19][CH2:20][CH2:21]OS(C(F)(F)F)(=O)=O. Product: [CH3:1][O:2][C:3]([C:5]1[C:13]2[C:8](=[C:9]([F:14])[CH:10]=[CH:11][CH:12]=2)[N:7]([CH2:21][CH2:20][O:19][C:18]([F:31])([F:30])[F:17])[CH:6]=1)=[O:4]. The catalyst class is: 295. (3) Reactant: [F:1][C:2]1[CH:3]=[C:4]([CH2:10][NH:11][C:12]2[N:17]=[CH:16][C:15]([CH2:18][OH:19])=[CH:14][CH:13]=2)[C:5]([O:8][CH3:9])=[N:6][CH:7]=1.S([O-])([O-])=S.[Na+].[Na+]. Product: [F:1][C:2]1[CH:3]=[C:4]([CH2:10][NH:11][C:12]2[N:17]=[CH:16][C:15]([CH:18]=[O:19])=[CH:14][CH:13]=2)[C:5]([O:8][CH3:9])=[N:6][CH:7]=1. The catalyst class is: 7. (4) Reactant: [C:1]1([C:7]2[CH:12]=[CH:11][C:10]([OH:13])=[C:9]([NH2:14])[CH:8]=2)[CH:6]=[CH:5][CH:4]=[CH:3][CH:2]=1.O(CC)[C:16]([S-])=[S:17].[K+]. Product: [C:1]1([C:7]2[CH:12]=[CH:11][C:10]3[O:13][C:16]([SH:17])=[N:14][C:9]=3[CH:8]=2)[CH:2]=[CH:3][CH:4]=[CH:5][CH:6]=1. The catalyst class is: 8. (5) Reactant: [C:1]1(=[O:9])[CH2:8][CH2:7][CH2:6][CH2:5][CH2:4][CH2:3][CH2:2]1.[Li+].C[Si]([N-][Si](C)(C)C)(C)C.Br[CH2:21][C:22]1[CH:27]=[CH:26][CH:25]=[C:24]([Cl:28])[CH:23]=1. Product: [Cl:28][C:24]1[CH:23]=[C:22]([CH:27]=[CH:26][CH:25]=1)[CH2:21][CH:2]1[CH2:3][CH2:4][CH2:5][CH2:6][CH2:7][CH2:8][C:1]1=[O:9]. The catalyst class is: 1. (6) Reactant: [C:1]([O:5][C:6]([N:8]1[CH2:13][CH2:12][CH:11]([NH:14][C:15]2[CH:20]=[CH:19][C:18]([S:21]([C:24]3[CH:29]=[CH:28][CH:27]=[CH:26][CH:25]=3)(=[O:23])=[O:22])=[CH:17][C:16]=2[OH:30])[CH2:10][CH2:9]1)=[O:7])([CH3:4])([CH3:3])[CH3:2].C(=O)([O-])[O-].[K+].[K+].Br[CH2:38][CH2:39][Cl:40]. Product: [C:1]([O:5][C:6]([N:8]1[CH2:13][CH2:12][CH:11]([NH:14][C:15]2[CH:20]=[CH:19][C:18]([S:21]([C:24]3[CH:25]=[CH:26][CH:27]=[CH:28][CH:29]=3)(=[O:23])=[O:22])=[CH:17][C:16]=2[O:30][CH2:38][CH2:39][Cl:40])[CH2:10][CH2:9]1)=[O:7])([CH3:4])([CH3:2])[CH3:3]. The catalyst class is: 10. (7) Reactant: B1C2CCCC1CCC2.[CH2:10]([O:12][CH:13]([O:16][CH2:17][CH3:18])[CH:14]=[CH2:15])[CH3:11].Cl[C:20]1[CH:25]=[C:24]([C:26]2[CH:31]=[CH:30][N:29]3[CH:32]=[CH:33][N:34]=[C:28]3[CH:27]=2)[CH:23]=[CH:22][N:21]=1.P([O-])([O-])([O-])=O.[K+].[K+].[K+].COC1C=CC=C(OC)C=1C1C=CC=CC=1P(C1CCCCC1)C1CCCCC1. Product: [CH2:10]([O:12][CH:13]([O:16][CH2:17][CH3:18])[CH2:14][CH2:15][C:22]1[CH:23]=[C:24]([C:26]2[CH:31]=[CH:30][N:29]3[CH:32]=[CH:33][N:34]=[C:28]3[CH:27]=2)[CH:25]=[CH:20][N:21]=1)[CH3:11]. The catalyst class is: 127.